Dataset: Forward reaction prediction with 1.9M reactions from USPTO patents (1976-2016). Task: Predict the product of the given reaction. (1) Given the reactants C[O:2][C:3]([C:5]1([NH:11][C:12]([C:14]2[CH:23]=[CH:22][C:21]3[C:16](=[CH:17][CH:18]=[CH:19][CH:20]=3)[C:15]=2[O:24][CH2:25][C:26]2[CH:31]=[CH:30][C:29]([C:32]([F:35])([F:34])[F:33])=[CH:28][CH:27]=2)=[O:13])[CH2:10][CH2:9][S:8][CH2:7][CH2:6]1)=[O:4].Cl, predict the reaction product. The product is: [F:34][C:32]([F:33])([F:35])[C:29]1[CH:28]=[CH:27][C:26]([CH2:25][O:24][C:15]2[C:16]3[C:21](=[CH:20][CH:19]=[CH:18][CH:17]=3)[CH:22]=[CH:23][C:14]=2[C:12]([NH:11][C:5]2([C:3]([OH:4])=[O:2])[CH2:6][CH2:7][S:8][CH2:9][CH2:10]2)=[O:13])=[CH:31][CH:30]=1. (2) Given the reactants [Br:1][C:2]1[CH:3]=[C:4]([CH:8]=[CH:9][C:10]=1[Cl:11])[C:5](Cl)=[O:6].[CH3:12][NH:13][C:14]1[CH:19]=[CH:18][CH:17]=[CH:16][C:15]=1[OH:20].C([O-])(O)=O.[Na+], predict the reaction product. The product is: [Br:1][C:2]1[CH:3]=[C:4]([CH:8]=[CH:9][C:10]=1[Cl:11])[C:5]([N:13]([C:14]1[CH:19]=[CH:18][CH:17]=[CH:16][C:15]=1[OH:20])[CH3:12])=[O:6]. (3) Given the reactants OC(C(F)(F)F)=O.[Br:8][C:9]1[CH:10]=[C:11]2[C:16]([NH:17][C@@H:18]3[CH2:25][C@@H:21]4[CH2:22][NH:23][CH2:24][C@@H:20]4[C@H:19]3[CH3:26])=[C:15]([C:27]([NH2:29])=[O:28])[CH:14]=[N:13][N:12]2[CH:30]=1.[OH:31][C:32]([CH3:37])([CH3:36])[C:33](O)=[O:34].C(N(CC)CC)C, predict the reaction product. The product is: [Br:8][C:9]1[CH:10]=[C:11]2[C:16]([NH:17][C@@H:18]3[CH2:25][C@@H:21]4[CH2:22][N:23]([C:33](=[O:34])[C:32]([OH:31])([CH3:37])[CH3:36])[CH2:24][C@@H:20]4[C@H:19]3[CH3:26])=[C:15]([C:27]([NH2:29])=[O:28])[CH:14]=[N:13][N:12]2[CH:30]=1. (4) Given the reactants C([O:4][CH2:5][C:6]1[O:10][N:9]=[C:8]([C:11]2[CH:16]=[CH:15][C:14]([CH2:17][CH2:18][CH2:19][CH2:20][CH2:21][CH2:22][CH3:23])=[CH:13][CH:12]=2)[N:7]=1)(=O)C.C(=O)([O-])[O-].[K+].[K+], predict the reaction product. The product is: [CH2:17]([C:14]1[CH:15]=[CH:16][C:11]([C:8]2[N:7]=[C:6]([CH2:5][OH:4])[O:10][N:9]=2)=[CH:12][CH:13]=1)[CH2:18][CH2:19][CH2:20][CH2:21][CH2:22][CH3:23].